This data is from Forward reaction prediction with 1.9M reactions from USPTO patents (1976-2016). The task is: Predict the product of the given reaction. (1) Given the reactants Cl[C:2]1[C:7]([C:8]([O:10][CH3:11])=[O:9])=[C:6]([CH3:12])[N:5]=[CH:4][CH:3]=1.C(Cl)(=O)C.[I-:17].[Na+], predict the reaction product. The product is: [I:17][C:2]1[C:7]([C:8]([O:10][CH3:11])=[O:9])=[C:6]([CH3:12])[N:5]=[CH:4][CH:3]=1. (2) Given the reactants [N:1]1([C:7]([O:9][C:10]([CH3:13])([CH3:12])[CH3:11])=[O:8])[CH2:6][CH2:5][NH:4][CH2:3][CH2:2]1.[Br:14][C:15]1[CH:16]=[CH:17][C:18]([CH:26]=O)=[C:19]([CH:25]=1)[C:20]([N:22]([CH3:24])[CH3:23])=[O:21].C(N(CC)CC)C.C(O[BH-](OC(=O)C)OC(=O)C)(=O)C.[Na+], predict the reaction product. The product is: [Br:14][C:15]1[CH:16]=[CH:17][C:18]([CH2:26][N:4]2[CH2:5][CH2:6][N:1]([C:7]([O:9][C:10]([CH3:13])([CH3:12])[CH3:11])=[O:8])[CH2:2][CH2:3]2)=[C:19]([C:20](=[O:21])[N:22]([CH3:24])[CH3:23])[CH:25]=1. (3) Given the reactants [OH:1][CH:2]([C:16]1[CH:21]=[CH:20][CH:19]=[CH:18][CH:17]=1)[CH2:3][N:4]1[C:12]2[C:7](=[CH:8][CH:9]=[CH:10][CH:11]=2)[C:6]([CH2:13][C:14]#[N:15])=[CH:5]1.[N:22]([Si](C)(C)C)=[N+:23]=[N-:24], predict the reaction product. The product is: [NH:22]1[C:14]([CH2:13][C:6]2[C:7]3[C:12](=[CH:11][CH:10]=[CH:9][CH:8]=3)[N:4]([CH2:3][CH:2]([C:16]3[CH:21]=[CH:20][CH:19]=[CH:18][CH:17]=3)[OH:1])[CH:5]=2)=[N:15][N:24]=[N:23]1. (4) Given the reactants [F:1][C:2]1[CH:7]=[CH:6][C:5]([Mg]Br)=[CH:4][CH:3]=1.[C:10]1(=O)[CH2:14][CH2:13][CH2:12][CH2:11]1.Cl, predict the reaction product. The product is: [C:10]1([C:5]2[CH:6]=[CH:7][C:2]([F:1])=[CH:3][CH:4]=2)[CH2:14][CH2:13][CH2:12][CH:11]=1.